From a dataset of Catalyst prediction with 721,799 reactions and 888 catalyst types from USPTO. Predict which catalyst facilitates the given reaction. (1) Reactant: Cl[C:2]1[C:11]2[CH2:10][CH2:9][CH2:8][C:7]([CH2:15][CH2:16][CH3:17])([CH2:12][CH2:13][CH3:14])[C:6]=2[N:5]=[C:4]([CH3:18])[N:3]=1.[Cl:19][C:20]1[CH:26]=[C:25]([Cl:27])[CH:24]=[CH:23][C:21]=1[NH2:22].O.C1(C)C=CC(S(O)(=O)=O)=CC=1.Cl.CCOCC. Product: [Cl:19][C:20]1[CH:26]=[C:25]([Cl:27])[CH:24]=[CH:23][C:21]=1[NH:22][C:2]1[C:11]2[CH2:10][CH2:9][CH2:8][C:7]([CH2:15][CH2:16][CH3:17])([CH2:12][CH2:13][CH3:14])[C:6]=2[N:5]=[C:4]([CH3:18])[N:3]=1. The catalyst class is: 260. (2) Reactant: [CH3:1][O:2][C:3]1[C:16]([O:17][CH3:18])=[CH:15][C:6]([CH:7]=[C:8]([C:12](=[O:14])[CH3:13])[C:9](=O)[CH3:10])=[CH:5][CH:4]=1.[C:19]([CH2:21][C:22]([NH2:24])=[S:23])#[N:20].C(N(CC)CC)C. Product: [C:12]([C:8]1[CH:9]([CH3:10])[NH:24][C:22](=[S:23])[CH:21]([C:19]#[N:20])[C:7]=1[C:6]1[CH:5]=[CH:4][C:3]([O:2][CH3:1])=[C:16]([O:17][CH3:18])[CH:15]=1)(=[O:14])[CH3:13]. The catalyst class is: 8. (3) Reactant: [CH:1]1([N:6]2[C:10]3[N:11]=[C:12]([NH:15][C:16]4[CH:25]=[CH:24][C:19]([C:20]([O:22]C)=[O:21])=[CH:18][N:17]=4)[N:13]=[CH:14][C:9]=3[CH:8]=[C:7]2[C:26](=[O:30])[N:27]([CH3:29])[CH3:28])[CH2:5][CH2:4][CH2:3][CH2:2]1.[Li+].[OH-]. Product: [CH:1]1([N:6]2[C:10]3[N:11]=[C:12]([NH:15][C:16]4[CH:25]=[CH:24][C:19]([C:20]([OH:22])=[O:21])=[CH:18][N:17]=4)[N:13]=[CH:14][C:9]=3[CH:8]=[C:7]2[C:26](=[O:30])[N:27]([CH3:28])[CH3:29])[CH2:2][CH2:3][CH2:4][CH2:5]1. The catalyst class is: 1. (4) Reactant: Br[C:2]1[C:11]2[C:6](=[CH:7][CH:8]=[CH:9][CH:10]=2)[N:5]=[C:4]([N:12]2[CH2:17][CH2:16][N:15]([CH3:18])[CH2:14][CH2:13]2)[CH:3]=1.[B:19]1([B:19]2[O:23][C:22]([CH3:25])([CH3:24])[C:21]([CH3:27])([CH3:26])[O:20]2)[O:23][C:22]([CH3:25])([CH3:24])[C:21]([CH3:27])([CH3:26])[O:20]1.C([O-])(=O)C.[K+]. Product: [CH3:18][N:15]1[CH2:16][CH2:17][N:12]([C:4]2[CH:3]=[C:2]([B:19]3[O:23][C:22]([CH3:25])([CH3:24])[C:21]([CH3:27])([CH3:26])[O:20]3)[C:11]3[C:6](=[CH:7][CH:8]=[CH:9][CH:10]=3)[N:5]=2)[CH2:13][CH2:14]1. The catalyst class is: 140. (5) Reactant: [CH3:1][C@:2]12[C@@:19]3([CH3:20])[C@@H:10]([C@:11]4([CH3:33])[C@@H:16]([CH2:17][CH2:18]3)[C:15]([CH3:22])([CH3:21])[C:14]([C:23]3[CH:32]=[CH:31][C:26]([C:27]([O:29]C)=[O:28])=[CH:25][CH:24]=3)=[CH:13][CH2:12]4)[CH2:9][CH2:8][C@@H:7]1[C@H:6]1[C@H:34]([C:37]([CH3:39])=[CH2:38])[CH2:35][CH2:36][C@:5]1([NH:40][CH2:41][CH2:42][N:43]1[CH2:48][CH2:47][NH:46][CH2:45][CH2:44]1)[CH2:4][CH2:3]2.[OH-].[Na+]. Product: [CH3:1][C@:2]12[C@@:19]3([CH3:20])[C@@H:10]([C@:11]4([CH3:33])[C@@H:16]([CH2:17][CH2:18]3)[C:15]([CH3:21])([CH3:22])[C:14]([C:23]3[CH:32]=[CH:31][C:26]([C:27]([OH:29])=[O:28])=[CH:25][CH:24]=3)=[CH:13][CH2:12]4)[CH2:9][CH2:8][C@@H:7]1[C@H:6]1[C@H:34]([C:37]([CH3:39])=[CH2:38])[CH2:35][CH2:36][C@:5]1([NH:40][CH2:41][CH2:42][N:43]1[CH2:44][CH2:45][NH:46][CH2:47][CH2:48]1)[CH2:4][CH2:3]2. The catalyst class is: 12.